The task is: Predict the reactants needed to synthesize the given product.. This data is from Retrosynthesis with 50K atom-mapped reactions and 10 reaction types from USPTO. (1) Given the product CNCc1ccc(NC(=O)Cn2cc(Oc3ncnc4cc(OC)c(OC)cc34)cn2)cc1, predict the reactants needed to synthesize it. The reactants are: COc1cc2ncnc(Oc3cnn(CC(=O)Nc4ccc(CN(C)C(=O)OC(C)(C)C)cc4)c3)c2cc1OC. (2) Given the product Cc1cc(-c2cc3c(O)cccc3o2)on1, predict the reactants needed to synthesize it. The reactants are: COc1cccc2oc(-c3cc(C)no3)cc12. (3) The reactants are: CCOC(=O)CC(=O)C(F)(F)F.CN(C)C=O. Given the product CCOC(=O)C(=CN(C)C)C(=O)C(F)(F)F, predict the reactants needed to synthesize it.